From a dataset of Full USPTO retrosynthesis dataset with 1.9M reactions from patents (1976-2016). Predict the reactants needed to synthesize the given product. (1) Given the product [CH2:1]([C:8]1[S:12][C:11]([C:13]2[CH:14]=[CH:15][C:16]([O:19][CH2:32][C@@H:28]3[CH2:29][CH2:30][CH2:31][NH:27]3)=[CH:17][CH:18]=2)=[CH:10][CH:9]=1)[C:2]1[CH:3]=[CH:4][CH:5]=[CH:6][CH:7]=1, predict the reactants needed to synthesize it. The reactants are: [CH2:1]([C:8]1[S:12][C:11]([C:13]2[CH:18]=[CH:17][C:16]([OH:19])=[CH:15][CH:14]=2)=[CH:10][CH:9]=1)[C:2]1[CH:7]=[CH:6][CH:5]=[CH:4][CH:3]=1.C(OC([N:27]1[CH2:31][CH2:30][CH2:29][C@H:28]1[CH2:32]OS(C1C=CC(C)=CC=1)(=O)=O)=O)(C)(C)C. (2) Given the product [CH2:20]([O:1][C@@H:2]1[CH2:6][N:5]([C:7]([O:9][C:10]([CH3:11])([CH3:12])[CH3:13])=[O:8])[C@H:4]([C:14]([O:16][CH3:17])=[O:15])[CH2:3]1)[CH:19]=[CH2:18], predict the reactants needed to synthesize it. The reactants are: [OH:1][C@@H:2]1[CH2:6][N:5]([C:7]([O:9][C:10]([CH3:13])([CH3:12])[CH3:11])=[O:8])[C@H:4]([C:14]([O:16][CH3:17])=[O:15])[CH2:3]1.[CH2:18](Br)[CH:19]=[CH2:20].CCN(CC)CC. (3) Given the product [CH3:1][O:2][C:3]1[CH:4]=[C:5]2[C:9](=[CH:10][C:11]=1[C:12]([F:15])([F:13])[F:14])[N:8]([CH3:20])[CH:7]=[C:6]2[CH3:16], predict the reactants needed to synthesize it. The reactants are: [CH3:1][O:2][C:3]1[CH:4]=[C:5]2[C:9](=[CH:10][C:11]=1[C:12]([F:15])([F:14])[F:13])[NH:8][CH:7]=[C:6]2[CH3:16].[H-].[Na+].I[CH3:20]. (4) Given the product [CH2:51]([O:58][C:9](=[O:37])[C@@H:10]1[CH2:14][CH2:13][CH2:12][N:11]1[C:15](=[O:36])[CH2:16][CH2:17][C:18](=[O:35])[C@@H:19]([NH:27][C:28](=[O:30])[C:40]1[CH:39]=[CH:49][CH:48]=[CH:47][CH:46]=1)[CH2:20][C:21]1[CH:22]=[CH:23][CH:24]=[CH:25][CH:26]=1)[C:52]1[CH:57]=[CH:56][CH:55]=[CH:54][CH:53]=1, predict the reactants needed to synthesize it. The reactants are: C(O[C:9](=[O:37])[C@@H:10]1[CH2:14][CH2:13][CH2:12][N:11]1[C:15](=[O:36])[CH2:16][CH2:17][C:18](=[O:35])[C@@H:19]([NH:27][C:28]([O:30]C(C)(C)C)=O)[CH2:20][C:21]1[CH:26]=[CH:25][CH:24]=[CH:23][CH:22]=1)C1C=CC=CC=1.F[C:39](F)(F)[C:40](O)=O.N1C=[CH:49][CH:48]=[CH:47][CH:46]=1.[C:51](Cl)(=[O:58])[C:52]1[CH:57]=[CH:56][CH:55]=[CH:54][CH:53]=1. (5) Given the product [NH2:4][C:3]1[CH:5]=[CH:6][C:7]([N:10]2[CH2:15][CH2:14][O:13][CH2:12][C:11]2=[O:16])=[CH:8][C:2]=1[F:1], predict the reactants needed to synthesize it. The reactants are: [F:1][C:2]1[CH:8]=[C:7](I)[CH:6]=[CH:5][C:3]=1[NH2:4].[NH:10]1[CH2:15][CH2:14][O:13][CH2:12][C:11]1=[O:16]. (6) The reactants are: [Br:1]N1C(=O)CCC1=O.[NH:9]1[C:13]2=[N:14][CH:15]=[N:16][C:17]([NH2:18])=[C:12]2[CH:11]=[N:10]1. Given the product [Br:1][C:11]1[C:12]2[C:13](=[N:14][CH:15]=[N:16][C:17]=2[NH2:18])[NH:9][N:10]=1, predict the reactants needed to synthesize it. (7) The reactants are: [CH3:1][C:2]1[CH:7]=[C:6]([C:8]2[CH:13]=[CH:12][C:11]([C:14]([F:17])([F:16])[F:15])=[CH:10][CH:9]=2)[C:5]([C:18]([NH:20][C:21]2[CH:26]=[CH:25][C:24]([N+:27]([O-])=O)=[CH:23][CH:22]=2)=[O:19])=[CH:4][CH:3]=1.[H][H]. Given the product [NH2:27][C:24]1[CH:23]=[CH:22][C:21]([NH:20][C:18]([C:5]2[C:6]([C:8]3[CH:13]=[CH:12][C:11]([C:14]([F:15])([F:16])[F:17])=[CH:10][CH:9]=3)=[CH:7][C:2]([CH3:1])=[CH:3][CH:4]=2)=[O:19])=[CH:26][CH:25]=1, predict the reactants needed to synthesize it. (8) Given the product [CH3:1][O:2][C:3]1[CH:20]=[CH:19][C:6]2[NH:7][C:8](=[O:18])[N:9]([CH:12]3[CH2:13][CH2:14][N:15]([C:22]4[N:27]=[CH:26][N:25]=[C:24]([O:28][C:29]5[CH:38]=[C:37]([CH3:39])[C:32]6[NH:33][C:34](=[O:36])[S:35][C:31]=6[CH:30]=5)[CH:23]=4)[CH2:16][CH2:17]3)[CH2:10][CH2:11][C:5]=2[CH:4]=1, predict the reactants needed to synthesize it. The reactants are: [CH3:1][O:2][C:3]1[CH:20]=[CH:19][C:6]2[NH:7][C:8](=[O:18])[N:9]([CH:12]3[CH2:17][CH2:16][NH:15][CH2:14][CH2:13]3)[CH2:10][CH2:11][C:5]=2[CH:4]=1.Cl[C:22]1[N:27]=[CH:26][N:25]=[C:24]([O:28][C:29]2[CH:38]=[C:37]([CH3:39])[C:32]3[NH:33][C:34](=[O:36])[S:35][C:31]=3[CH:30]=2)[CH:23]=1.CCN(C(C)C)C(C)C.O.